This data is from Forward reaction prediction with 1.9M reactions from USPTO patents (1976-2016). The task is: Predict the product of the given reaction. (1) Given the reactants [OH:1][C:2]1[CH:7]=[CH:6][C:5]([C:8]([C:10]2[CH:15]=[CH:14][CH:13]=[CH:12][CH:11]=2)=[O:9])=[CH:4][CH:3]=1.[I-:16].[K+].II.Cl, predict the reaction product. The product is: [OH:1][C:2]1[CH:3]=[CH:4][C:5]([C:8]([C:10]2[CH:11]=[CH:12][CH:13]=[CH:14][CH:15]=2)=[O:9])=[CH:6][C:7]=1[I:16]. (2) Given the reactants [NH2:1][C:2]1[CH:3]=[CH:4][CH:5]=[C:6]2[C:10]=1[N:9]([CH2:11][O:12][CH3:13])[C:8]([C:14]([O:16][CH2:17][CH3:18])=[O:15])=[CH:7]2.[CH3:19][O:20][C:21]1[CH:26]=[CH:25][CH:24]=[CH:23][C:22]=1[S:27](Cl)(=[O:29])=[O:28], predict the reaction product. The product is: [CH3:13][O:12][CH2:11][N:9]1[C:10]2[C:6](=[CH:5][CH:4]=[CH:3][C:2]=2[NH:1][S:27]([C:22]2[CH:23]=[CH:24][CH:25]=[CH:26][C:21]=2[O:20][CH3:19])(=[O:29])=[O:28])[CH:7]=[C:8]1[C:14]([O:16][CH2:17][CH3:18])=[O:15]. (3) Given the reactants [CH3:1][O:2][C:3]1[CH:4]=[N:5][CH:6]=[CH:7][C:8]=1[C:9]1[CH:14]=[CH:13][N:12]=[CH:11][C:10]=1[NH:15][CH3:16].[F:17][C:18]([F:33])([F:32])[C:19]1[CH:20]=[C:21]([CH:25]=[C:26]([C:28]([F:31])([F:30])[F:29])[CH:27]=1)[C:22](Cl)=[O:23], predict the reaction product. The product is: [CH3:1][O:2][C:3]1[CH:4]=[N:5][CH:6]=[CH:7][C:8]=1[C:9]1[CH:14]=[CH:13][N:12]=[CH:11][C:10]=1[N:15]([CH3:16])[C:22](=[O:23])[C:21]1[CH:20]=[C:19]([C:18]([F:33])([F:32])[F:17])[CH:27]=[C:26]([C:28]([F:31])([F:30])[F:29])[CH:25]=1. (4) Given the reactants [F:1][C:2]1[C:7]([C:8]([C:10]2[C:18]3[C:13](=[N:14][CH:15]=[C:16]([C:19]4[CH:20]=[N:21][NH:22][CH:23]=4)[CH:17]=3)[NH:12][CH:11]=2)=[O:9])=[C:6]([F:24])[CH:5]=[CH:4][C:3]=1[NH:25][S:26]([CH2:29][CH2:30][CH3:31])(=[O:28])=[O:27].C(=O)([O-])[O-].[K+].[K+].[C:38](Cl)(=[O:46])[O:39][C:40]1[CH:45]=[CH:44][CH:43]=[CH:42][CH:41]=1, predict the reaction product. The product is: [C:40]1([O:39][C:38]([N:21]2[CH:20]=[C:19]([C:16]3[CH:17]=[C:18]4[C:10]([C:8](=[O:9])[C:7]5[C:6]([F:24])=[CH:5][CH:4]=[C:3]([NH:25][S:26]([CH2:29][CH2:30][CH3:31])(=[O:27])=[O:28])[C:2]=5[F:1])=[CH:11][NH:12][C:13]4=[N:14][CH:15]=3)[CH:23]=[N:22]2)=[O:46])[CH:45]=[CH:44][CH:43]=[CH:42][CH:41]=1.